This data is from Cav3 T-type calcium channel HTS with 100,875 compounds. The task is: Binary Classification. Given a drug SMILES string, predict its activity (active/inactive) in a high-throughput screening assay against a specified biological target. (1) The result is 0 (inactive). The compound is Clc1c(Cn2nnc3c(NCC4OCCC4)nc(nc23)C)cccc1. (2) The compound is Fc1c(CN(Cc2ccccc2)CCO)cccc1. The result is 0 (inactive).